Dataset: Forward reaction prediction with 1.9M reactions from USPTO patents (1976-2016). Task: Predict the product of the given reaction. (1) Given the reactants [CH3:1][NH:2][CH3:3].[Br:4][C:5]1[C:6]([O:12][CH3:13])=[N:7][C:8](Cl)=[N:9][CH:10]=1, predict the reaction product. The product is: [Br:4][C:5]1[C:6]([O:12][CH3:13])=[N:7][C:8]([N:2]([CH3:3])[CH3:1])=[N:9][CH:10]=1. (2) Given the reactants [NH2:1][C:2]1[C:3]([C:12]([NH2:14])=[O:13])=[N:4][N:5]2[CH2:10][CH2:9][CH2:8][C:7](=[O:11])[C:6]=12.[F:15][C:16]([F:31])([F:30])[C:17]1[C:25]2[CH2:24][CH2:23][CH2:22][CH2:21][C:20]=2[N:19]([CH2:26][C:27](O)=[O:28])[N:18]=1.CCN=C=NCCCN(C)C.CC(N(C)C)=O, predict the reaction product. The product is: [O:11]=[C:7]1[CH2:8][CH2:9][CH2:10][N:5]2[N:4]=[C:3]([C:12]([NH2:14])=[O:13])[C:2]([NH:1][C:27](=[O:28])[CH2:26][N:19]3[C:20]4[CH2:21][CH2:22][CH2:23][CH2:24][C:25]=4[C:17]([C:16]([F:30])([F:15])[F:31])=[N:18]3)=[C:6]12. (3) Given the reactants [CH:1]1([C:5]2[CH:6]=[C:7]([NH2:14])[N:8](C(C)(C)C)[N:9]=2)[CH2:4][CH2:3][CH2:2]1.[CH:15]1[C:24]2[C:19](=[CH:20][CH:21]=[CH:22][CH:23]=2)[CH:18]=[CH:17][C:16]=1[CH2:25][C:26]([OH:28])=O.[CH2:29](N(CC)CC)C.CCCP1(OP(CCC)(=O)OP([CH2:51][CH2:52][CH3:53])(=O)O1)=O, predict the reaction product. The product is: [C:52]([C:7]1([NH:14][C:26](=[O:28])[CH2:25][C:16]2[CH:17]=[CH:18][C:19]3[C:24](=[CH:23][CH:22]=[CH:21][CH:20]=3)[CH:15]=2)[CH:6]=[C:5]([CH:1]2[CH2:2][CH2:3][CH2:4]2)[NH:9][NH:8]1)([CH3:53])([CH3:29])[CH3:51].